Task: Regression/Classification. Given a drug SMILES string, predict its absorption, distribution, metabolism, or excretion properties. Task type varies by dataset: regression for continuous measurements (e.g., permeability, clearance, half-life) or binary classification for categorical outcomes (e.g., BBB penetration, CYP inhibition). Dataset: cyp3a4_veith.. Dataset: CYP3A4 inhibition data for predicting drug metabolism from PubChem BioAssay (1) The compound is COc1ccccc1OC[C@H](O)COC(N)=O. The result is 0 (non-inhibitor). (2) The molecule is N#Cc1cccc(-c2cncnc2-n2ccnc2)c1. The result is 1 (inhibitor). (3) The drug is Cc1ccc(-c2nn(C)c(=O)c3ccccc23)cc1CNC(=O)Cn1nc(-c2ccccc2)c2ccccc2c1=O. The result is 0 (non-inhibitor). (4) The result is 0 (non-inhibitor). The compound is C[N+](C)(C)CC(=O)N/N=C\c1ccncc1. (5) The drug is CC(=O)O.Cc1c2cc[n+](CCN3CCCCC3)cc2c(C)c2c1[nH]c1ccc(O)cc12. The result is 0 (non-inhibitor). (6) The molecule is CS(=O)(=O)Nc1cccc(-c2nc(NCc3ccccc3)c3ccccc3n2)c1. The result is 1 (inhibitor). (7) The drug is CCN1C(=O)[C@H]2CC[C@@H]3/C(=N\OC[C@@H](O)COCc4ccco4)C[C@@H](O)[C@@H](O)[C@@H]3[C@@H]2C1=O. The result is 0 (non-inhibitor). (8) The compound is CC[C@@H](c1ccccc1)n1c(=O)n2n(c1=O)[C@H]1[C@H](O)[C@H]3O[C@@H]3/C(=N/OC[C@@H](O)COCc3ccco3)[C@@H]1CC2. The result is 1 (inhibitor).